From a dataset of Reaction yield outcomes from USPTO patents with 853,638 reactions. Predict the reaction yield, written as a fraction of the theoretical maximum amount of product (1.0 means a 100% yield; for example, 0.34 means a 34% yield). (1) The reactants are [Cl:1]C(OC(Cl)C)=O.C([N:21]1[CH2:24][CH:23]([O:25][CH2:26][C:27]2[S:28][CH:29]=[C:30]([Cl:32])[CH:31]=2)[CH2:22]1)(C1C=CC=CC=1)C1C=CC=CC=1.C(O)C. The catalyst is ClCCl. The product is [ClH:1].[Cl:32][C:30]1[CH:31]=[C:27]([CH2:26][O:25][CH:23]2[CH2:22][NH:21][CH2:24]2)[S:28][CH:29]=1. The yield is 0.770. (2) The reactants are [CH2:1]([O:8][C@@H:9]1[CH2:14][CH2:13][C@H:12]([O:15][C:16]2[C:21]([F:22])=[CH:20][C:19]([S:23]([N:26](CC3C=CC(OC)=CC=3OC)[C:27]3[CH:32]=[CH:31][N:30]=[CH:29][N:28]=3)(=[O:25])=[O:24])=[C:18]([F:44])[CH:17]=2)[C@@H:11]([C:45]2[N:49]([CH3:50])[N:48]=[CH:47][CH:46]=2)[CH2:10]1)[C:2]1[CH:7]=[CH:6][CH:5]=[CH:4][CH:3]=1.C([SiH](CC)CC)C.FC(F)(F)C(O)=O. The catalyst is ClCCl. The product is [CH2:1]([O:8][C@@H:9]1[CH2:14][CH2:13][C@H:12]([O:15][C:16]2[C:21]([F:22])=[CH:20][C:19]([S:23]([NH:26][C:27]3[CH:32]=[CH:31][N:30]=[CH:29][N:28]=3)(=[O:24])=[O:25])=[C:18]([F:44])[CH:17]=2)[C@@H:11]([C:45]2[N:49]([CH3:50])[N:48]=[CH:47][CH:46]=2)[CH2:10]1)[C:2]1[CH:7]=[CH:6][CH:5]=[CH:4][CH:3]=1. The yield is 0.700. (3) The reactants are [OH-:1].[Na+].[CH3:3][C:4]([NH:6][CH:7]1[C:11](=[O:12])[S:10][CH2:9][CH2:8]1)=[O:5]. The catalyst is Cl. The product is [C:4]([NH:6][C@H:7]([C:11]([OH:12])=[O:1])[CH2:8][CH2:9][SH:10])(=[O:5])[CH3:3]. The yield is 0.900. (4) The reactants are CC1C=C(C)C=C(C)N=1.[C:10]([C:14]1[CH:30]=[CH:29][CH:28]=[CH:27][C:15]=1[O:16][C:17]1[N:22]=[C:21](O)[CH:20]=[CH:19][C:18]=1[N+:24]([O-:26])=[O:25])([CH3:13])([CH3:12])[CH3:11].O.P(Cl)(Cl)([Cl:34])=O. No catalyst specified. The product is [C:10]([C:14]1[CH:30]=[CH:29][CH:28]=[CH:27][C:15]=1[O:16][C:17]1[C:18]([N+:24]([O-:26])=[O:25])=[CH:19][CH:20]=[C:21]([Cl:34])[N:22]=1)([CH3:13])([CH3:12])[CH3:11]. The yield is 0.770.